This data is from Reaction yield outcomes from USPTO patents with 853,638 reactions. The task is: Predict the reaction yield, written as a fraction of the theoretical maximum amount of product (1.0 means a 100% yield; for example, 0.34 means a 34% yield). (1) The product is [NH2:1][C:2]1[CH:10]=[C:9]([Cl:11])[CH:8]=[CH:7][C:3]=1[C:4]([O:6][CH3:13])=[O:5]. The reactants are [NH2:1][C:2]1[CH:10]=[C:9]([Cl:11])[CH:8]=[CH:7][C:3]=1[C:4]([OH:6])=[O:5].Cl.[CH3:13]O. The yield is 0.620. No catalyst specified. (2) The reactants are [Cl:1][C:2]1[CH:3]=[CH:4][C:5]([S:9]([CH3:11])=O)=[C:6]([CH:8]=1)[NH2:7].[Cl:12][C:13]1[CH:14]=[C:15]([S:20](Cl)(=[O:22])=[O:21])[CH:16]=[CH:17][C:18]=1[Cl:19]. No catalyst specified. The product is [Cl:12][C:13]1[CH:14]=[C:15]([S:20]([NH:7][C:6]2[CH:8]=[C:2]([Cl:1])[CH:3]=[CH:4][C:5]=2[S:9][CH3:11])(=[O:21])=[O:22])[CH:16]=[CH:17][C:18]=1[Cl:19]. The yield is 0.210. (3) The reactants are C([O:3][C:4](=O)[C:5]1[CH:10]=[CH:9][CH:8]=[N:7][C:6]=1[NH:11][C:12]1[CH:17]=[C:16]([O:18][CH3:19])[CH:15]=[C:14]([O:20][CH3:21])[CH:13]=1)C.O.[NH2:24][NH2:25]. The catalyst is CC(O)C. The product is [CH3:21][O:20][C:14]1[CH:13]=[C:12]([NH:11][C:6]2[N:7]=[CH:8][CH:9]=[CH:10][C:5]=2[C:4]([NH:24][NH2:25])=[O:3])[CH:17]=[C:16]([O:18][CH3:19])[CH:15]=1. The yield is 0.840. (4) The reactants are [NH:1]1[CH2:6][CH2:5][CH:4]([C:7]2[CH:8]=[C:9]([CH:22]=[CH:23][CH:24]=2)[CH2:10][NH:11][C:12](=[O:21])[O:13][CH2:14][C:15]2[CH:20]=[CH:19][CH:18]=[CH:17][CH:16]=2)[CH2:3][CH2:2]1.C[O:26][C:27]1[CH:28]=[C:29]([CH2:35][C:36](O)=[O:37])[CH:30]=[CH:31][C:32]=1[O:33]C.CCN=C=NCCCN(C)C.C1C=CC2N(O)N=NC=2C=1.CCN(C(C)C)C(C)C. The catalyst is C(Cl)Cl. The product is [OH:26][C:27]1[CH:28]=[C:29]([CH2:35][C:36]([N:1]2[CH2:6][CH2:5][CH:4]([C:7]3[CH:8]=[C:9]([CH:22]=[CH:23][CH:24]=3)[CH2:10][NH:11][C:12](=[O:21])[O:13][CH2:14][C:15]3[CH:20]=[CH:19][CH:18]=[CH:17][CH:16]=3)[CH2:3][CH2:2]2)=[O:37])[CH:30]=[CH:31][C:32]=1[OH:33]. The yield is 0.610. (5) The reactants are [Cl:1][C:2]1[N:10]=[C:9]2[C:5]([N:6]=[CH:7][N:8]2[CH3:11])=[C:4](Cl)[N:3]=1.C(N(CC)CC)C.[CH:20]1([NH2:26])[CH2:25][CH2:24][CH2:23][CH2:22][CH2:21]1. The catalyst is C(#N)C. The product is [Cl:1][C:2]1[N:10]=[C:9]2[C:5]([N:6]=[CH:7][N:8]2[CH3:11])=[C:4]([NH:26][CH:20]2[CH2:25][CH2:24][CH2:23][CH2:22][CH2:21]2)[N:3]=1. The yield is 0.820. (6) The reactants are [CH2:1]([O:8][C:9]1[CH:10]=[C:11]([C:16]2[N:21]=[C:20]([C:22]([O:24][CH3:25])=[O:23])[CH:19]=[CH:18][C:17]=2OS(C(F)(F)F)(=O)=O)[CH:12]=[CH:13][C:14]=1[Cl:15])[C:2]1[CH:7]=[CH:6][CH:5]=[CH:4][CH:3]=1.[CH3:34][C:35]1[CH:40]=[CH:39][CH:38]=[CH:37][C:36]=1B(O)O.P([O-])([O-])([O-])=O.[K+].[K+].[K+].O. The catalyst is CN(C=O)C.CCOCC.CCOC(C)=O.C1C=CC([P]([Pd]([P](C2C=CC=CC=2)(C2C=CC=CC=2)C2C=CC=CC=2)([P](C2C=CC=CC=2)(C2C=CC=CC=2)C2C=CC=CC=2)[P](C2C=CC=CC=2)(C2C=CC=CC=2)C2C=CC=CC=2)(C2C=CC=CC=2)C2C=CC=CC=2)=CC=1. The product is [CH2:1]([O:8][C:9]1[CH:10]=[C:11]([C:16]2[N:21]=[C:20]([C:22]([O:24][CH3:25])=[O:23])[CH:19]=[CH:18][C:17]=2[C:36]2[CH:37]=[CH:38][CH:39]=[CH:40][C:35]=2[CH3:34])[CH:12]=[CH:13][C:14]=1[Cl:15])[C:2]1[CH:7]=[CH:6][CH:5]=[CH:4][CH:3]=1. The yield is 0.810. (7) The reactants are [CH2:1]([O:3][C:4]([C:6]1[C:15](=[O:16])[C:14]2[C:13](=[O:17])[CH2:12][CH2:11][CH2:10][C:9]=2[NH:8][CH:7]=1)=[O:5])[CH3:2].II. The catalyst is C(O)C. The product is [CH2:1]([O:3][C:4]([C:6]1[C:15](=[O:16])[C:14]2[C:9](=[CH:10][CH:11]=[CH:12][C:13]=2[OH:17])[NH:8][CH:7]=1)=[O:5])[CH3:2]. The yield is 0.430. (8) The reactants are [CH3:1][C:2](=O)[CH3:3].[ClH:5].[NH2:6][CH2:7][C@@H:8]1[CH2:12][CH2:11][N:10]([C:13]2[C:18](Br)=[CH:17][N:16]=[C:15]3[NH:20][CH:21]=[C:22]([NH:23][C:24](=[O:31])[C:25]4[CH:30]=[CH:29][CH:28]=[N:27][CH:26]=4)[C:14]=23)[CH2:9]1. No catalyst specified. The product is [ClH:5].[Cl:5][C:18]1[C:13]([N:10]2[CH2:11][CH2:12][CH2:8][C@@H:7]([NH:6][CH:2]([CH3:3])[CH3:1])[CH2:9]2)=[C:14]2[C:22]([NH:23][C:24](=[O:31])[C:25]3[CH:30]=[CH:29][CH:28]=[N:27][CH:26]=3)=[CH:21][NH:20][C:15]2=[N:16][CH:17]=1. The yield is 0.640.